From a dataset of Reaction yield outcomes from USPTO patents with 853,638 reactions. Predict the reaction yield, written as a fraction of the theoretical maximum amount of product (1.0 means a 100% yield; for example, 0.34 means a 34% yield). (1) The reactants are Br[C:2]1[CH:3]=[C:4]([N:13]([C@H:16]2[CH2:21][CH2:20][C@H:19]([NH:22][C:23]([O:25][C:26]([CH3:29])([CH3:28])[CH3:27])=[O:24])[CH2:18][CH2:17]2)[CH2:14][CH3:15])[C:5]([CH3:12])=[C:6]([CH:11]=1)[C:7]([O:9][CH3:10])=[O:8].[OH:30][C:31]1[CH:36]=[CH:35][C:34](B(O)O)=[CH:33][CH:32]=1.C([O-])([O-])=O.[Na+].[Na+]. The catalyst is O1CCOCC1.O.C1C=CC([P]([Pd]([P](C2C=CC=CC=2)(C2C=CC=CC=2)C2C=CC=CC=2)([P](C2C=CC=CC=2)(C2C=CC=CC=2)C2C=CC=CC=2)[P](C2C=CC=CC=2)(C2C=CC=CC=2)C2C=CC=CC=2)(C2C=CC=CC=2)C2C=CC=CC=2)=CC=1. The product is [C:26]([O:25][C:23]([NH:22][C@H:19]1[CH2:20][CH2:21][C@H:16]([N:13]([CH2:14][CH3:15])[C:4]2[C:5]([CH3:12])=[C:6]([C:7]([O:9][CH3:10])=[O:8])[CH:11]=[C:2]([C:34]3[CH:35]=[CH:36][C:31]([OH:30])=[CH:32][CH:33]=3)[CH:3]=2)[CH2:17][CH2:18]1)=[O:24])([CH3:28])([CH3:27])[CH3:29]. The yield is 0.920. (2) The reactants are Cl.N[N:3]1[CH:7]=[CH:6][CH:5]=[C:4]1[C:8]#[N:9].C(O)(=O)C.[CH:14]([NH2:16])=[NH:15].P([O-])([O-])([O-])=O.[K+].[K+].[K+].N#N. The catalyst is C(O)C. The product is [N:15]1[N:3]2[CH:7]=[CH:6][CH:5]=[C:4]2[C:8]([NH2:9])=[N:16][CH:14]=1. The yield is 0.441. (3) The reactants are [CH3:1][O:2][C:3]1[C:8]([CH:9]=[CH2:10])=[CH:7][N:6]=[C:5]2[N:11]([CH2:14][O:15][CH2:16][CH2:17][Si:18]([CH3:21])([CH3:20])[CH3:19])[CH:12]=[CH:13][C:4]=12.I[C:23]1[CH:24]=[C:25]([CH:31]=[CH:32][C:33]=1[CH3:34])[C:26]([O:28][CH2:29][CH3:30])=[O:27]. No catalyst specified. The product is [CH3:1][O:2][C:3]1[C:8](/[CH:9]=[CH:10]/[C:23]2[CH:24]=[C:25]([CH:31]=[CH:32][C:33]=2[CH3:34])[C:26]([O:28][CH2:29][CH3:30])=[O:27])=[CH:7][N:6]=[C:5]2[N:11]([CH2:14][O:15][CH2:16][CH2:17][Si:18]([CH3:21])([CH3:20])[CH3:19])[CH:12]=[CH:13][C:4]=12. The yield is 0.580. (4) The reactants are [OH:1][CH:2]([C:11]1[CH:16]=[CH:15][C:14]([CH2:17][O:18][Si:19]([CH:26]([CH3:28])[CH3:27])([CH:23]([CH3:25])[CH3:24])[CH:20]([CH3:22])[CH3:21])=[CH:13][CH:12]=1)[C:3]1[CH:4]=[C:5]([CH:8]=[CH:9][CH:10]=1)[C:6]#[N:7].CC(OI1(OC(C)=O)(OC(C)=O)OC(=O)C2C=CC=CC1=2)=O.ClCCl. The catalyst is C(=O)([O-])O.[Na+]. The product is [CH:26]([Si:19]([CH:20]([CH3:22])[CH3:21])([CH:23]([CH3:25])[CH3:24])[O:18][CH2:17][C:14]1[CH:13]=[CH:12][C:11]([C:2]([C:3]2[CH:4]=[C:5]([CH:8]=[CH:9][CH:10]=2)[C:6]#[N:7])=[O:1])=[CH:16][CH:15]=1)([CH3:28])[CH3:27]. The yield is 0.600. (5) The reactants are [Br:1][C:2]1[C:3](=O)[C:4]([C:9]([NH2:11])=O)=[CH:5][NH:6][C:7]=1[CH3:8].P(Cl)(Cl)([Cl:15])=O. The catalyst is CN(C=O)C. The product is [Br:1][C:2]1[C:7]([CH3:8])=[N:6][CH:5]=[C:4]([C:3]=1[Cl:15])[C:9]#[N:11]. The yield is 0.770. (6) The reactants are [Cl:1][C:2]1[C:11]2[C:6](=[CH:7][CH:8]=[CH:9][CH:10]=2)[N:5]=[C:4]([C:12]([O:14]CC)=O)[N:3]=1.[F:17][C:18]1[CH:23]=[CH:22][C:21]([Mg]Br)=[CH:20][C:19]=1[O:26][CH3:27].CC1CCCO1.[Cl-].[NH4+]. The catalyst is C1COCC1. The product is [Cl:1][C:2]1[C:11]2[C:6](=[CH:7][CH:8]=[CH:9][CH:10]=2)[N:5]=[C:4]([C:12]([C:21]2[CH:22]=[CH:23][C:18]([F:17])=[C:19]([O:26][CH3:27])[CH:20]=2)=[O:14])[N:3]=1. The yield is 0.620. (7) The reactants are [NH2:1][C:2]1[C:3]([C:9]([O:11][CH3:12])=[O:10])=[N:4][C:5]([Br:8])=[CH:6][N:7]=1.[C:13](O[C:13]([O:15][C:16]([CH3:19])([CH3:18])[CH3:17])=[O:14])([O:15][C:16]([CH3:19])([CH3:18])[CH3:17])=[O:14]. The catalyst is CN(C1C=CN=CC=1)C.ClCCl. The product is [C:16]([O:15][C:13]([N:1]([C:13]([O:15][C:16]([CH3:19])([CH3:18])[CH3:17])=[O:14])[C:2]1[C:3]([C:9]([O:11][CH3:12])=[O:10])=[N:4][C:5]([Br:8])=[CH:6][N:7]=1)=[O:14])([CH3:19])([CH3:18])[CH3:17]. The yield is 0.970.